From a dataset of Cav3 T-type calcium channel HTS with 100,875 compounds. Binary Classification. Given a drug SMILES string, predict its activity (active/inactive) in a high-throughput screening assay against a specified biological target. (1) The compound is O=C1N(C(Cc2ccccc2)C(O)=O)C(=O)c2c1ccnc2. The result is 0 (inactive). (2) The molecule is O=C(N1CCN(CC1)CCNC(=O)C(=O)Nc1ccc(OC)cc1)C(c1ccccc1)c1ccccc1. The result is 0 (inactive).